From a dataset of NCI-60 drug combinations with 297,098 pairs across 59 cell lines. Regression. Given two drug SMILES strings and cell line genomic features, predict the synergy score measuring deviation from expected non-interaction effect. (1) Drug 1: CC1=CC2C(CCC3(C2CCC3(C(=O)C)OC(=O)C)C)C4(C1=CC(=O)CC4)C. Drug 2: CC1=C2C(C(=O)C3(C(CC4C(C3C(C(C2(C)C)(CC1OC(=O)C(C(C5=CC=CC=C5)NC(=O)C6=CC=CC=C6)O)O)OC(=O)C7=CC=CC=C7)(CO4)OC(=O)C)O)C)OC(=O)C. Cell line: LOX IMVI. Synergy scores: CSS=39.1, Synergy_ZIP=1.88, Synergy_Bliss=-1.04, Synergy_Loewe=-78.8, Synergy_HSA=-0.0101. (2) Cell line: HOP-62. Drug 2: C1=NC2=C(N=C(N=C2N1C3C(C(C(O3)CO)O)F)Cl)N. Synergy scores: CSS=16.8, Synergy_ZIP=4.01, Synergy_Bliss=4.68, Synergy_Loewe=-13.1, Synergy_HSA=0.411. Drug 1: CCC1(CC2CC(C3=C(CCN(C2)C1)C4=CC=CC=C4N3)(C5=C(C=C6C(=C5)C78CCN9C7C(C=CC9)(C(C(C8N6C)(C(=O)OC)O)OC(=O)C)CC)OC)C(=O)OC)O.OS(=O)(=O)O. (3) Drug 1: CC1OCC2C(O1)C(C(C(O2)OC3C4COC(=O)C4C(C5=CC6=C(C=C35)OCO6)C7=CC(=C(C(=C7)OC)O)OC)O)O. Drug 2: C1C(C(OC1N2C=NC(=NC2=O)N)CO)O. Cell line: MOLT-4. Synergy scores: CSS=85.6, Synergy_ZIP=1.24, Synergy_Bliss=0.894, Synergy_Loewe=0.929, Synergy_HSA=4.93. (4) Drug 1: CC1=CC=C(C=C1)C2=CC(=NN2C3=CC=C(C=C3)S(=O)(=O)N)C(F)(F)F. Drug 2: CC1C(C(CC(O1)OC2CC(CC3=C2C(=C4C(=C3O)C(=O)C5=C(C4=O)C(=CC=C5)OC)O)(C(=O)CO)O)N)O.Cl. Cell line: SF-539. Synergy scores: CSS=50.4, Synergy_ZIP=0.949, Synergy_Bliss=4.13, Synergy_Loewe=-12.2, Synergy_HSA=5.85. (5) Drug 1: C1=CC(=CC=C1CCC2=CNC3=C2C(=O)NC(=N3)N)C(=O)NC(CCC(=O)O)C(=O)O. Drug 2: C1=NC2=C(N=C(N=C2N1C3C(C(C(O3)CO)O)F)Cl)N. Cell line: NCI-H460. Synergy scores: CSS=54.7, Synergy_ZIP=-2.43, Synergy_Bliss=-4.41, Synergy_Loewe=-2.36, Synergy_HSA=-0.498.